Dataset: Reaction yield outcomes from USPTO patents with 853,638 reactions. Task: Predict the reaction yield, written as a fraction of the theoretical maximum amount of product (1.0 means a 100% yield; for example, 0.34 means a 34% yield). (1) The reactants are O.[O:2]=[CH:3][C@@H:4]([C@H:6]([C@@H:8]([C@@H:10]([CH2:12][OH:13])[OH:11])[OH:9])[OH:7])[OH:5].[C:14]([O-:26])(=[O:25])[CH2:15][C:16]([CH2:21][C:22]([O-:24])=[O:23])([C:18]([O-:20])=[O:19])[OH:17].[NH4+:27].[NH4+].[NH4+]. No catalyst specified. The product is [C:14]([O-:26])(=[O:25])[CH2:15][C:16]([CH2:21][C:22]([O-:24])=[O:23])([C:18]([O-:20])=[O:19])[OH:17].[NH4+:27].[NH4+:27].[NH4+:27].[O:2]=[CH:3][C@@H:4]([C@H:6]([C@@H:8]([C@@H:10]([CH2:12][OH:13])[OH:11])[OH:9])[OH:7])[OH:5]. The yield is 0.0800. (2) The reactants are FC(F)(F)C(O)=O.[Br:8][C:9]1[CH:14]=[CH:13][N:12]=[C:11]2[NH:15][C:16]([CH2:18][C:19]([OH:21])=O)=[CH:17][C:10]=12.ON1C2C=CC=CC=2N=N1.CN(C)CCCN=C=NCC.C(N(CC)C(C)C)(C)C.[CH3:52][O:53][C:54]1[CH:59]=[CH:58][CH:57]=[C:56]([NH2:60])[CH:55]=1. The catalyst is CN(C=O)C. The product is [Br:8][C:9]1[CH:14]=[CH:13][N:12]=[C:11]2[NH:15][C:16]([CH2:18][C:19]([NH:60][C:56]3[CH:57]=[CH:58][CH:59]=[C:54]([O:53][CH3:52])[CH:55]=3)=[O:21])=[CH:17][C:10]=12. The yield is 0.110. (3) The reactants are [Cl:1][C:2]1[CH:3]=[C:4]([C:9]2[S:13][C:12]([CH2:14]O)=[N:11][CH:10]=2)[CH:5]=[CH:6][C:7]=1[Cl:8].C(N(CC)CC)C.CS(Cl)(=O)=O.[NH:28]1[CH:32]=[C:31]([C:33]([O:35][CH2:36][CH3:37])=[O:34])[CH:30]=[N:29]1.C(=O)([O-])[O-].[K+].[K+]. The catalyst is O1CCCC1. The product is [Cl:1][C:2]1[CH:3]=[C:4]([C:9]2[S:13][C:12]([CH2:14][N:28]3[CH:32]=[C:31]([C:33]([O:35][CH2:36][CH3:37])=[O:34])[CH:30]=[N:29]3)=[N:11][CH:10]=2)[CH:5]=[CH:6][C:7]=1[Cl:8]. The yield is 0.220. (4) The reactants are [OH:1][CH2:2][C:3]1[CH:4]=[C:5]([CH:10]=[CH:11][C:12]=1[O:13][CH:14]([CH3:16])[CH3:15])[C:6]([O:8]C)=[O:7].[OH-].[Na+]. The catalyst is O1CCOCC1. The product is [OH:1][CH2:2][C:3]1[CH:4]=[C:5]([CH:10]=[CH:11][C:12]=1[O:13][CH:14]([CH3:16])[CH3:15])[C:6]([OH:8])=[O:7]. The yield is 0.890.